This data is from Forward reaction prediction with 1.9M reactions from USPTO patents (1976-2016). The task is: Predict the product of the given reaction. (1) Given the reactants C[O:2][C:3](=[O:23])[C:4]1[CH:16]=[C:15]([C:17]2[N:18]([CH3:22])[CH:19]=[CH:20][N:21]=2)[CH:14]=[C:6]([C:7]([N:9]([CH3:13])[CH2:10][CH2:11][CH3:12])=[O:8])[CH:5]=1.[OH-].[Li+].[OH-].[Na+], predict the reaction product. The product is: [CH3:13][N:9]([CH2:10][CH2:11][CH3:12])[C:7](=[O:8])[C:6]1[CH:5]=[C:4]([CH:16]=[C:15]([C:17]2[N:18]([CH3:22])[CH:19]=[CH:20][N:21]=2)[CH:14]=1)[C:3]([OH:23])=[O:2]. (2) Given the reactants [CH3:1][O:2][CH2:3][CH2:4][NH:5][C:6]([C:8]1[N:12]([CH2:13][C:14]2[CH:19]=[CH:18][CH:17]=[C:16]([Cl:20])[CH:15]=2)[C:11]2[CH:21]=[C:22](Br)[S:23][C:10]=2[C:9]=1I)=[O:7].[C:26]1([C:32]#[C:33][Sn](C)(C)C)[CH:31]=[CH:30][CH:29]=[CH:28][CH:27]=1.C([O-])([O-])=O.[Na+].[Na+], predict the reaction product. The product is: [CH3:1][O:2][CH2:3][CH2:4][NH:5][C:6]([C:8]1[N:12]([CH2:13][C:14]2[CH:19]=[CH:18][CH:17]=[C:16]([Cl:20])[CH:15]=2)[C:11]2[CH:21]=[C:22]([C:33]#[C:32][C:26]3[CH:31]=[CH:30][CH:29]=[CH:28][CH:27]=3)[S:23][C:10]=2[C:9]=1[C:33]#[C:32][C:26]1[CH:31]=[CH:30][CH:29]=[CH:28][CH:27]=1)=[O:7]. (3) Given the reactants [F:1][C:2]1[CH:7]=[CH:6][CH:5]=[C:4]([F:8])[C:3]=1[N:9]1[C:14]2[N:15]=[C:16](S(C)(=O)=O)[N:17]=[C:18]([C:19]3[CH:24]=[CH:23][C:22]([F:25])=[CH:21][C:20]=3[CH3:26])[C:13]=2[CH:12]=[CH:11][C:10]1=[O:31].[NH:32]1[CH:39]=[CH:38][C:36]([NH2:37])=[N:35][C:33]1=[O:34], predict the reaction product. The product is: [F:1][C:2]1[CH:7]=[CH:6][CH:5]=[C:4]([F:8])[C:3]=1[N:9]1[C:14]2[N:15]=[C:16]([NH:37][C:36]3[NH:35][C:33](=[O:34])[N:32]=[CH:39][CH:38]=3)[N:17]=[C:18]([C:19]3[CH:24]=[CH:23][C:22]([F:25])=[CH:21][C:20]=3[CH3:26])[C:13]=2[CH:12]=[CH:11][C:10]1=[O:31].